This data is from Forward reaction prediction with 1.9M reactions from USPTO patents (1976-2016). The task is: Predict the product of the given reaction. (1) Given the reactants O1CCOCC1.Cl.Cl.[Cl:9][C:10]1[C:11]([CH:21]([S:30]([C:33]2[CH:38]=[CH:37][C:36]([Cl:39])=[CH:35][CH:34]=2)(=[O:32])=[O:31])[C:22]2[CH:27]=[C:26]([F:28])[CH:25]=[CH:24][C:23]=2[F:29])=[CH:12][C:13]([NH:16][CH2:17][CH2:18][CH2:19][NH2:20])=[N:14][CH:15]=1.C(N(CC)CC)C.Cl[C:48]1[N:53]=[CH:52][CH:51]=[CH:50][N:49]=1, predict the reaction product. The product is: [Cl:9][C:10]1[C:11]([CH:21]([S:30]([C:33]2[CH:34]=[CH:35][C:36]([Cl:39])=[CH:37][CH:38]=2)(=[O:31])=[O:32])[C:22]2[CH:27]=[C:26]([F:28])[CH:25]=[CH:24][C:23]=2[F:29])=[CH:12][C:13]([NH:16][CH2:17][CH2:18][CH2:19][NH:20][C:48]2[N:53]=[CH:52][CH:51]=[CH:50][N:49]=2)=[N:14][CH:15]=1. (2) Given the reactants [N:1]1[CH:5]=[C:4]([CH2:6][CH2:7][N:8]2[CH:13]([C:14]3[C:19]([CH3:20])=[CH:18][CH:17]=[CH:16][N:15]=3)[CH2:12][CH2:11][CH2:10][CH:9]2[C:21]2[C:26]([CH3:27])=[CH:25][CH:24]=[CH:23][N:22]=2)[NH:3][CH:2]=1.[H-].[Na+].[CH2:30]1COCC1, predict the reaction product. The product is: [CH3:27][C:26]1[C:21]([CH:9]2[CH2:10][CH2:11][CH2:12][CH:13]([C:14]3[C:19]([CH3:20])=[CH:18][CH:17]=[CH:16][N:15]=3)[N:8]2[CH2:7][CH2:6][C:4]2[N:3]=[CH:2][N:1]([CH3:30])[CH:5]=2)=[N:22][CH:23]=[CH:24][CH:25]=1. (3) Given the reactants [CH2:1]([NH2:7])[CH:2]1[O:6][CH2:5][CH2:4][CH2:3]1.C(N(CC)CC)C.[F:15][C:16]1[CH:21]=[C:20]([S:22][C:23]([F:26])([F:25])[F:24])[CH:19]=[CH:18][C:17]=1[N:27]([CH3:31])[C:28](Cl)=[O:29], predict the reaction product. The product is: [F:15][C:16]1[CH:21]=[C:20]([S:22][C:23]([F:26])([F:25])[F:24])[CH:19]=[CH:18][C:17]=1[N:27]([CH3:31])[C:28]([NH:7][CH2:1][CH:2]1[CH2:3][CH2:4][CH2:5][O:6]1)=[O:29]. (4) Given the reactants [C:1]([O:4][C:5]1[C:6]([C:14]([CH3:17])([CH3:16])[CH3:15])=[CH:7][C:8]([OH:13])=[C:9]([CH:12]=1)[CH:10]=[O:11])(=[O:3])[CH3:2].[H-].[Na+].[Mg].[CH:21]1(Br)[CH2:27][CH2:26][CH2:25][CH2:24][CH2:23][CH2:22]1.[Cl-].[NH4+], predict the reaction product. The product is: [C:1]([O:4][C:5]1[C:6]([C:14]([CH3:17])([CH3:16])[CH3:15])=[CH:7][C:8]([OH:13])=[C:9]([CH:10]([CH:21]2[CH2:27][CH2:26][CH2:25][CH2:24][CH2:23][CH2:22]2)[OH:11])[CH:12]=1)(=[O:3])[CH3:2].[C:14]([C:6]1[C:5]([OH:4])=[CH:12][C:9]([CH:10]([CH:21]2[CH2:27][CH2:26][CH2:25][CH2:24][CH2:23][CH2:22]2)[OH:11])=[C:8]([OH:13])[CH:7]=1)([CH3:15])([CH3:16])[CH3:17]. (5) Given the reactants Br[C:2]1[CH:7]=[CH:6][C:5]([CH2:8][C:9]([O:11][CH3:12])=[O:10])=[C:4]([C:13]([N:15]([CH3:17])[CH3:16])=[O:14])[CH:3]=1.CC1(C)C(C)(C)OB([C:26]2[CH:31]=[CH:30][C:29]([OH:32])=[CH:28][CH:27]=2)O1, predict the reaction product. The product is: [CH3:16][N:15]([CH3:17])[C:13]([C:4]1[CH:3]=[C:2]([C:26]2[CH:31]=[CH:30][C:29]([OH:32])=[CH:28][CH:27]=2)[CH:7]=[CH:6][C:5]=1[CH2:8][C:9]([O:11][CH3:12])=[O:10])=[O:14].